Dataset: Catalyst prediction with 721,799 reactions and 888 catalyst types from USPTO. Task: Predict which catalyst facilitates the given reaction. (1) Reactant: CC(C)([O-])C.[K+].[C:7]([CH2:9]P(=O)(OCC)OCC)#[N:8].O=[C:19]1[CH2:22][CH:21]([C:23]([O:25][CH3:26])=[O:24])[CH2:20]1. Product: [C:7]([CH:9]=[C:19]1[CH2:22][CH:21]([C:23]([O:25][CH3:26])=[O:24])[CH2:20]1)#[N:8]. The catalyst class is: 7. (2) Reactant: [C:1]1([NH:7][C:8]2[CH:13]=[CH:12][CH:11]=[CH:10][CH:9]=2)[CH:6]=[CH:5][CH:4]=[CH:3][CH:2]=1.[C:14]([C:18]1[CH:23]=[C:22]([CH3:24])[C:21](Br)=[C:20]([CH3:26])[CH:19]=1)([CH3:17])([CH3:16])[CH3:15].C(O[Na])(C)(C)C.C(P(C(C)(C)C)C(C)(C)C)(C)(C)C. Product: [C:8]1([N:7]([C:1]2[CH:2]=[CH:3][CH:4]=[CH:5][CH:6]=2)[C:21]2[C:22]([CH3:24])=[CH:23][C:18]([C:14]([CH3:17])([CH3:16])[CH3:15])=[CH:19][C:20]=2[CH3:26])[CH:9]=[CH:10][CH:11]=[CH:12][CH:13]=1. The catalyst class is: 187.